Dataset: Reaction yield outcomes from USPTO patents with 853,638 reactions. Task: Predict the reaction yield, written as a fraction of the theoretical maximum amount of product (1.0 means a 100% yield; for example, 0.34 means a 34% yield). (1) The reactants are [Br:1][C:2]1[CH:13]=[C:6]2[C:7]([O:9][C:10](=[O:12])[NH:11][C:5]2=[CH:4][C:3]=1[Cl:14])=[O:8].[N+:15]([O-])([O-:17])=[O:16].[K+]. The catalyst is OS(O)(=O)=O. The product is [Br:1][C:2]1[CH:13]=[C:6]2[C:7]([O:9][C:10](=[O:12])[NH:11][C:5]2=[C:4]([N+:15]([O-:17])=[O:16])[C:3]=1[Cl:14])=[O:8]. The yield is 0.500. (2) The reactants are [CH3:1][O:2][C:3]1[C:12]2[C:7](=[C:8]([CH3:13])[CH:9]=[CH:10][CH:11]=2)[CH:6]=[CH:5][CH:4]=1.CN([CH:17]=[O:18])C.O=P(Cl)(Cl)Cl.[OH-].[Na+]. The catalyst is C1(C)C=CC=CC=1. The product is [CH3:1][O:2][C:3]1[C:12]2[C:7](=[C:8]([CH3:13])[CH:9]=[CH:10][CH:11]=2)[C:6]([CH:17]=[O:18])=[CH:5][CH:4]=1. The yield is 0.790. (3) The reactants are [CH3:1][O-].[Na+].[N:4]#[C:5][NH2:6].[N:7]([C:10]1[CH:19]=[CH:18][C:17]2[C:12](=[CH:13][CH:14]=[CH:15][CH:16]=2)[CH:11]=1)=[C:8]=[S:9].IC. The catalyst is CO. The product is [C:5](/[N:6]=[C:8](\[S:9][CH3:1])/[NH:7][C:10]1[CH:19]=[CH:18][C:17]2[C:12](=[CH:13][CH:14]=[CH:15][CH:16]=2)[CH:11]=1)#[N:4]. The yield is 0.590. (4) The reactants are [F:1][C:2]1[CH:10]=[C:9]2[C:5]([C:6]([CH3:21])([CH3:20])[N:7]([C:12]3[CH:13]=[N:14][CH:15]=[C:16]([CH2:18]O)[CH:17]=3)[C:8]2=[O:11])=[CH:4][CH:3]=1.S(Cl)([Cl:24])=O. The catalyst is C(Cl)Cl. The product is [Cl:24][CH2:18][C:16]1[CH:17]=[C:12]([N:7]2[C:6]([CH3:21])([CH3:20])[C:5]3[C:9](=[CH:10][C:2]([F:1])=[CH:3][CH:4]=3)[C:8]2=[O:11])[CH:13]=[N:14][CH:15]=1. The yield is 1.00.